From a dataset of Forward reaction prediction with 1.9M reactions from USPTO patents (1976-2016). Predict the product of the given reaction. (1) The product is: [CH3:1][C:2]1[CH:11]=[CH:10][C:9]2[C:4](=[C:5]([N:12]([C:13]3[CH:18]=[CH:17][CH:16]=[C:15]([CH3:19])[N:14]=3)[C:21]3[CH:26]=[CH:25][CH:24]=[CH:23][N:22]=3)[CH:6]=[CH:7][CH:8]=2)[N:3]=1. Given the reactants [CH3:1][C:2]1[CH:11]=[CH:10][C:9]2[C:4](=[C:5]([NH:12][C:13]3[CH:18]=[CH:17][CH:16]=[C:15]([CH3:19])[N:14]=3)[CH:6]=[CH:7][CH:8]=2)[N:3]=1.Br[C:21]1[CH:26]=[CH:25][CH:24]=[CH:23][N:22]=1.C(=O)([O-])[O-].[Na+].[Na+].[Br-].[K+], predict the reaction product. (2) Given the reactants [CH:1]([C:4]1[CH:9]=[CH:8][C:7]([C@@H:10]2[C:14]3[C:15]([CH3:28])=[C:16]([NH:20][C:21](=[O:27])[CH2:22][C:23]([CH3:26])([CH3:25])[CH3:24])[C:17]([CH3:19])=[CH:18][C:13]=3[O:12][CH2:11]2)=[CH:6][CH:5]=1)([CH3:3])[CH3:2].[Cl-].[Al+3].[Cl-].[Cl-].[C:33](Cl)(=[O:35])[CH3:34], predict the reaction product. The product is: [C:33]([C:18]1[C:13]2[O:12][CH2:11][C@H:10]([C:7]3[CH:6]=[CH:5][C:4]([CH:1]([CH3:2])[CH3:3])=[CH:9][CH:8]=3)[C:14]=2[C:15]([CH3:28])=[C:16]([NH:20][C:21](=[O:27])[CH2:22][C:23]([CH3:26])([CH3:25])[CH3:24])[C:17]=1[CH3:19])(=[O:35])[CH3:34]. (3) Given the reactants [C:1]([O:5][C:6]([N:8]1[CH2:13][CH2:12][N:11]([C:14]([C:17](OCC)=[O:18])([CH3:16])[CH3:15])[CH2:10][CH2:9]1)=[O:7])([CH3:4])([CH3:3])[CH3:2].[H-].[H-].[H-].[H-].[Li+].[Al+3], predict the reaction product. The product is: [C:1]([O:5][C:6]([N:8]1[CH2:9][CH2:10][N:11]([C:14]([CH3:16])([CH3:15])[CH2:17][OH:18])[CH2:12][CH2:13]1)=[O:7])([CH3:4])([CH3:3])[CH3:2]. (4) Given the reactants [CH:1]1([N:4]([CH:18]2[CH2:23][CH2:22][N:21]([C:24](=[O:30])[CH:25]=[CH:26][CH2:27][CH2:28][CH3:29])[CH2:20][CH2:19]2)[S:5]([C:8]2[CH:13]=[CH:12][CH:11]=[C:10]([C:14]([F:17])([F:16])[F:15])[CH:9]=2)(=[O:7])=[O:6])[CH2:3][CH2:2]1.[CH2:31]([CH2:33][NH2:34])[OH:32], predict the reaction product. The product is: [CH:1]1([N:4]([CH:18]2[CH2:23][CH2:22][N:21]([C:24](=[O:30])[CH2:25][CH:26]([NH:34][CH2:33][CH2:31][OH:32])[CH2:27][CH2:28][CH3:29])[CH2:20][CH2:19]2)[S:5]([C:8]2[CH:13]=[CH:12][CH:11]=[C:10]([C:14]([F:15])([F:16])[F:17])[CH:9]=2)(=[O:6])=[O:7])[CH2:3][CH2:2]1. (5) Given the reactants [F:1][C:2]1[CH:11]=[C:10]([F:12])[CH:9]=[C:8]2[C:3]=1[C:4]([NH:20][C:21]1[CH:22]=[N:23][CH:24]=[C:25]([N:27]3[CH2:32][CH2:31][O:30][CH2:29][CH2:28]3)[CH:26]=1)=[C:5]([CH3:19])[C:6]([N:13]1[CH2:18][CH2:17][NH:16][CH2:15][CH2:14]1)=[N:7]2.Cl[C:34]([O:36][CH2:37][C:38]([CH3:41])([CH3:40])[CH3:39])=[O:35], predict the reaction product. The product is: [F:1][C:2]1[CH:11]=[C:10]([F:12])[CH:9]=[C:8]2[C:3]=1[C:4]([NH:20][C:21]1[CH:22]=[N:23][CH:24]=[C:25]([N:27]3[CH2:32][CH2:31][O:30][CH2:29][CH2:28]3)[CH:26]=1)=[C:5]([CH3:19])[C:6]([N:13]1[CH2:14][CH2:15][N:16]([C:34]([O:36][CH2:37][C:38]([CH3:41])([CH3:40])[CH3:39])=[O:35])[CH2:17][CH2:18]1)=[N:7]2. (6) The product is: [CH3:26][S:23]([O:13][C@H:10]1[CH2:11][CH2:12][N:8]([CH2:7][C:1]2[CH:2]=[CH:3][CH:4]=[CH:5][CH:6]=2)[CH2:9]1)(=[O:25])=[O:24]. Given the reactants [C:1]1([CH2:7][N:8]2[CH2:12][CH2:11][C@H:10]([OH:13])[CH2:9]2)[CH:6]=[CH:5][CH:4]=[CH:3][CH:2]=1.CCN(C(C)C)C(C)C.[S:23](Cl)([CH3:26])(=[O:25])=[O:24], predict the reaction product.